Dataset: Reaction yield outcomes from USPTO patents with 853,638 reactions. Task: Predict the reaction yield, written as a fraction of the theoretical maximum amount of product (1.0 means a 100% yield; for example, 0.34 means a 34% yield). (1) The reactants are [Cl:1][C:2]1[CH:7]=[C:6]([F:8])[C:5]([CH3:9])=[CH:4][C:3]=1[NH:10][C:11]1[N:16]2[N:17]=[CH:18][C:19]([S:20]([NH2:23])(=[O:22])=[O:21])=[C:15]2[N:14]=[CH:13][C:12]=1[C:24]([N:26]1[CH2:31][CH2:30][CH:29]([C:32]2[CH:37]=[CH:36][C:35]([F:38])=[CH:34][CH:33]=2)[CH2:28][CH2:27]1)=[O:25].[C:39](O)(=[O:42])[CH2:40][CH3:41]. No catalyst specified. The product is [Cl:1][C:2]1[CH:7]=[C:6]([F:8])[C:5]([CH3:9])=[CH:4][C:3]=1[NH:10][C:11]1[N:16]2[N:17]=[CH:18][C:19]([S:20]([NH:23][C:39](=[O:42])[CH2:40][CH3:41])(=[O:22])=[O:21])=[C:15]2[N:14]=[CH:13][C:12]=1[C:24]([N:26]1[CH2:31][CH2:30][CH:29]([C:32]2[CH:33]=[CH:34][C:35]([F:38])=[CH:36][CH:37]=2)[CH2:28][CH2:27]1)=[O:25]. The yield is 0.950. (2) The reactants are C[O:2][C:3]1[CH:8]=[CH:7][C:6]([CH2:9][CH2:10][CH2:11][CH2:12][OH:13])=[CH:5][CH:4]=1.B(Br)(Br)Br. The catalyst is ClCCl. The product is [OH:2][C:3]1[CH:4]=[CH:5][C:6]([CH2:9][CH2:10][CH2:11][CH2:12][OH:13])=[CH:7][CH:8]=1. The yield is 0.420.